Dataset: Reaction yield outcomes from USPTO patents with 853,638 reactions. Task: Predict the reaction yield, written as a fraction of the theoretical maximum amount of product (1.0 means a 100% yield; for example, 0.34 means a 34% yield). (1) The reactants are [NH2:1][C:2]1[CH:3]=[C:4]([OH:12])[C:5](=[CH:10][CH:11]=1)[C:6]([O:8][CH3:9])=[O:7].[CH3:13][N:14]([CH3:29])[C:15]1[CH:24]=[CH:23][CH:22]=[C:21]2[C:16]=1[CH:17]=[CH:18][CH:19]=[C:20]2[S:25](Cl)(=[O:27])=[O:26].N1C=CC=CC=1.[C:36]([OH:42])([C:38]([F:41])([F:40])[F:39])=[O:37]. The catalyst is CC#N.CS(C)=O.CO.O. The product is [F:39][C:38]([F:41])([F:40])[C:36]([OH:42])=[O:37].[CH3:13][N:14]([CH3:29])[C:15]1[CH:24]=[CH:23][CH:22]=[C:21]2[C:16]=1[CH:17]=[CH:18][CH:19]=[C:20]2[S:25]([NH:1][C:2]1[CH:11]=[CH:10][C:5]([C:6]([O:8][CH3:9])=[O:7])=[C:4]([OH:12])[CH:3]=1)(=[O:27])=[O:26]. The yield is 0.420. (2) The reactants are [NH:1]([C@H:8]([C:36]1[CH:41]=[CH:40][C:39]([Br:42])=[CH:38][C:37]=1[O:43][CH2:44][C:45]1[CH:50]=[CH:49][CH:48]=[CH:47][CH:46]=1)[C@@H:9]([CH2:25][CH2:26][C@@H:27]([C:29]1[CH:34]=[CH:33][C:32]([F:35])=[CH:31][CH:30]=1)[OH:28])[C:10](N1[C@@H](CC2C=CC=CC=2)COC1=O)=[O:11])C1C=CC=CC=1.O.O.O.[F-].[CH2:68]([N+]([CH2:68][CH2:69][CH2:70][CH3:71])([CH2:68][CH2:69][CH2:70][CH3:71])[CH2:68][CH2:69][CH2:70][CH3:71])[CH2:69][CH2:70][CH3:71].[C:72](O)(=O)[CH3:73].Cl. The catalyst is COC(C)(C)C.C(OCC)(=O)C.CCCCCCC.O. The product is [CH2:44]([O:43][C:37]1[CH:38]=[C:39]([Br:42])[CH:40]=[CH:41][C:36]=1[C@H:8]1[N:1]([C:68]2[CH:69]=[CH:70][CH:71]=[CH:73][CH:72]=2)[C:10](=[O:11])[C@@H:9]1[CH2:25][CH2:26][C@@H:27]([C:29]1[CH:34]=[CH:33][C:32]([F:35])=[CH:31][CH:30]=1)[OH:28])[C:45]1[CH:50]=[CH:49][CH:48]=[CH:47][CH:46]=1. The yield is 0.820. (3) The reactants are [N+:1]([C:4]1[CH:5]=[C:6]([C:10]([NH:12][NH2:13])=[O:11])[CH:7]=[CH:8][CH:9]=1)([O-:3])=[O:2].[N-:14]=[C:15]=[S:16].[Br:17][C:18]1[CH:23]=[CH:22][CH:21]=[CH:20][C:19]=1[Cl:24]. No catalyst specified. The product is [Br:17][C:18]1[CH:23]=[CH:22][C:21]([NH:14][C:15]([NH:13][NH:12][C:10]([C:6]2[CH:7]=[CH:8][CH:9]=[C:4]([N+:1]([O-:3])=[O:2])[CH:5]=2)=[O:11])=[S:16])=[CH:20][C:19]=1[Cl:24]. The yield is 0.940.